Dataset: Aqueous solubility values for 9,982 compounds from the AqSolDB database. Task: Regression/Classification. Given a drug SMILES string, predict its absorption, distribution, metabolism, or excretion properties. Task type varies by dataset: regression for continuous measurements (e.g., permeability, clearance, half-life) or binary classification for categorical outcomes (e.g., BBB penetration, CYP inhibition). For this dataset (solubility_aqsoldb), we predict Y. (1) The Y is -5.38 log mol/L. The molecule is CCOP(=S)(OCC)Oc1ccc2c(C)c(Cl)c(=O)oc2c1. (2) The molecule is CC[Si](CC)(CC)CC. The Y is -5.65 log mol/L.